Dataset: Peptide-MHC class II binding affinity with 134,281 pairs from IEDB. Task: Regression. Given a peptide amino acid sequence and an MHC pseudo amino acid sequence, predict their binding affinity value. This is MHC class II binding data. (1) The peptide sequence is KECPFSNRVWNSFQI. The MHC is DRB1_0101 with pseudo-sequence DRB1_0101. The binding affinity (normalized) is 0.223. (2) The peptide sequence is DRWLDLRYVGPASAD. The binding affinity (normalized) is 0.169. The MHC is DRB3_0101 with pseudo-sequence DRB3_0101. (3) The MHC is DRB5_0101 with pseudo-sequence DRB5_0101. The peptide sequence is QKYCPNKICTSKGDS. The binding affinity (normalized) is 0.191.